Dataset: Full USPTO retrosynthesis dataset with 1.9M reactions from patents (1976-2016). Task: Predict the reactants needed to synthesize the given product. (1) Given the product [CH2:29]([O:36][NH:37][C:6](=[O:8])[C:5]1[CH:9]=[C:10]([F:11])[C:2]([Cl:1])=[CH:3][C:4]=1[NH:12][CH:13]1[CH2:15][CH2:14]1)[C:30]1[CH:35]=[CH:34][CH:33]=[CH:32][CH:31]=1, predict the reactants needed to synthesize it. The reactants are: [Cl:1][C:2]1[C:10]([F:11])=[CH:9][C:5]([C:6]([OH:8])=O)=[C:4]([NH:12][CH:13]2[CH2:15][CH2:14]2)[CH:3]=1.C(N1C=CN=C1)(N1C=CN=C1)=O.Cl.[CH2:29]([O:36][NH2:37])[C:30]1[CH:35]=[CH:34][CH:33]=[CH:32][CH:31]=1.C(N(CC)CC)C. (2) Given the product [CH2:22]([O:21][C:19]([NH:2][C@H:3]([C:8]([O:10][CH3:11])=[O:9])[CH2:4][CH2:5][CH2:6][CH3:7])=[O:20])[C:23]1[CH:28]=[CH:27][CH:26]=[CH:25][CH:24]=1, predict the reactants needed to synthesize it. The reactants are: Cl.[NH2:2][C@H:3]([C:8]([O:10][CH3:11])=[O:9])[CH2:4][CH2:5][CH2:6][CH3:7].C(=O)([O-])[O-].[K+].[K+].Cl[C:19]([O:21][CH2:22][C:23]1[CH:28]=[CH:27][CH:26]=[CH:25][CH:24]=1)=[O:20]. (3) Given the product [CH2:24]([C:144]1[C:143]([O:21][CH2:18][C:4]2[CH:9]=[CH:8][CH:7]=[CH:6][CH:5]=2)=[C:142]([CH2:149][CH:150]([OH:153])[CH2:151][OH:152])[CH:141]=[CH:146][CH:145]=1)[C:25]1[CH:30]=[CH:29][CH:28]=[CH:27][CH:26]=1, predict the reactants needed to synthesize it. The reactants are: C([C:4]1[CH:9]=[CH:8][CH:7]=[C:6](CC2C=CC=CC=2)[C:5]=1O)C=C.[C:18](=[O:21])([O-])[O-].[K+].[K+].[CH2:24](Br)[C:25]1[CH:30]=[CH:29][CH:28]=[CH:27][CH:26]=1.C(C1C=CC(OC)=CC=1OCC1C=CC=CC=1)C=C.C(C1C=CC=C(CC2C=CC=CC=2)C=1OCC1C=CC=CC=1)C=C.CC[C@H]1[C@H]2C[C@H]([C@H](OC3C4C(=CC=CC=4)C(O[C@H](C4C=CN=C5C=4C=C(OC)C=C5)[C@@H]4N5C[C@H](CC)[C@@H](CC5)C4)=NN=3)C3C=CN=C4C=3C=C(OC)C=C4)N(CC2)C1.C(O[C:141]1[CH:146]=[C:145](OC)[CH:144]=[CH:143][C:142]=1[CH2:149][CH:150]([OH:153])[CH2:151][OH:152])C1C=CC=CC=1. (4) Given the product [B:27]([C:20]1[CH:19]=[C:18]([CH:23]=[C:22]([N+:24]([O-:26])=[O:25])[CH:21]=1)[C:16]([NH:15][CH2:14][CH2:13][CH2:12][CH2:11][CH2:10][CH2:9][CH2:8][CH2:7][CH2:6][CH2:5][CH2:4][C:3]([OH:30])=[O:2])=[O:17])([OH:29])[OH:28], predict the reactants needed to synthesize it. The reactants are: C[O:2][C:3](=[O:30])[CH2:4][CH2:5][CH2:6][CH2:7][CH2:8][CH2:9][CH2:10][CH2:11][CH2:12][CH2:13][CH2:14][NH:15][C:16]([C:18]1[CH:19]=[C:20]([B:27]([OH:29])[OH:28])[CH:21]=[C:22]([N+:24]([O-:26])=[O:25])[CH:23]=1)=[O:17].[OH-].[Li+].CO.